This data is from Full USPTO retrosynthesis dataset with 1.9M reactions from patents (1976-2016). The task is: Predict the reactants needed to synthesize the given product. (1) Given the product [C:38]([OH:45])(=[O:44])/[CH:39]=[CH:40]\[C:41]([OH:43])=[O:42].[Cl:1][C:2]1[CH:3]=[C:4]([C@@H:8]([OH:24])[CH2:9][NH:10][C@@H:11]2[CH2:16][CH2:15][CH2:14][C@@H:13]([C:17]3[CH:18]=[C:19]([CH:20]=[CH:21][CH:22]=3)[O:23][CH2:32][C:33]([O:35][CH2:36][CH3:37])=[O:34])[CH2:12]2)[CH:5]=[CH:6][CH:7]=1, predict the reactants needed to synthesize it. The reactants are: [Cl:1][C:2]1[CH:3]=[C:4]([C@@H:8]([OH:24])[CH2:9][NH:10][C@@H:11]2[CH2:16][CH2:15][CH2:14][C@@H:13]([C:17]3[CH:22]=[CH:21][CH:20]=[C:19]([OH:23])[CH:18]=3)[CH2:12]2)[CH:5]=[CH:6][CH:7]=1.C(=O)([O-])[O-].[K+].[K+].Br[CH2:32][C:33]([O:35][CH2:36][CH3:37])=[O:34].[C:38]([OH:45])(=[O:44])/[CH:39]=[CH:40]\[C:41]([OH:43])=[O:42]. (2) Given the product [C:1]([N:4]1[C:13]2[C:8](=[CH:9][C:10]([C:16]([NH2:18])=[O:17])=[C:11]([OH:14])[CH:12]=2)[CH:7]([NH:19][C:20]2[N:25]=[C:24]([CH3:26])[CH:23]=[CH:22][N:21]=2)[CH:6]([CH3:27])[CH:5]1[CH:28]1[CH2:29][CH2:30]1)(=[O:3])[CH3:2], predict the reactants needed to synthesize it. The reactants are: [C:1]([N:4]1[C:13]2[C:8](=[CH:9][C:10]([C:16]([NH2:18])=[O:17])=[C:11]([O:14]C)[CH:12]=2)[CH:7]([NH:19][C:20]2[N:25]=[C:24]([CH3:26])[CH:23]=[CH:22][N:21]=2)[CH:6]([CH3:27])[CH:5]1[CH:28]1[CH2:30][CH2:29]1)(=[O:3])[CH3:2].B(Br)(Br)Br.CO. (3) Given the product [C:1]([C:5]1[N:13]=[C:12]2[C:8]([N:9]=[CH:10][N:11]2[CH2:14][C:15]2[N:19]([CH:20]3[CH2:22][CH2:21]3)[N:18]=[N:17][N:16]=2)=[C:7]([N:33]2[CH2:37][CH2:36][C@H:35]([OH:38])[CH2:34]2)[N:6]=1)([CH3:4])([CH3:3])[CH3:2], predict the reactants needed to synthesize it. The reactants are: [C:1]([C:5]1[N:13]=[C:12]2[C:8]([N:9]=[CH:10][N:11]2[CH2:14][C:15]2[N:19]([CH:20]3[CH2:22][CH2:21]3)[N:18]=[N:17][N:16]=2)=[C:7](Cl)[N:6]=1)([CH3:4])([CH3:3])[CH3:2].CCN(C(C)C)C(C)C.[NH:33]1[CH2:37][CH2:36][C@H:35]([OH:38])[CH2:34]1.C1(C)C=CC=CC=1. (4) Given the product [OH:18][CH:19]([C:21]1[N:25]=[C:24]([C:26]([O:28][CH2:29][CH3:30])=[O:27])[O:23][N:22]=1)[CH3:20], predict the reactants needed to synthesize it. The reactants are: [Si]([O:18][CH:19]([C:21]1[N:25]=[C:24]([C:26]([O:28][CH2:29][CH3:30])=[O:27])[O:23][N:22]=1)[CH3:20])(C(C)(C)C)(C1C=CC=CC=1)C1C=CC=CC=1.F.C([O-])(O)=O.[Na+]. (5) Given the product [Cl:1][C:2]1[CH:3]=[C:4]([C@@H:9]([C:14]2[CH:15]=[CH:16][C:17]([C:20]3[CH:21]=[N:22][NH:23][CH:24]=3)=[CH:18][CH:19]=2)[CH2:10][C:11]([NH:37][C@H:30]([C:31]2[CH:36]=[CH:35][CH:34]=[CH:33][CH:32]=2)[CH3:29])=[O:13])[CH:5]=[CH:6][C:7]=1[Cl:8], predict the reactants needed to synthesize it. The reactants are: [Cl:1][C:2]1[CH:3]=[C:4]([CH:9]([C:14]2[CH:19]=[CH:18][C:17]([C:20]3[CH:21]=[N:22][NH:23][CH:24]=3)=[CH:16][CH:15]=2)[CH2:10][C:11]([OH:13])=O)[CH:5]=[CH:6][C:7]=1[Cl:8].S(Cl)(Cl)=O.[CH3:29][C@H:30]([NH2:37])[C:31]1[CH:36]=[CH:35][CH:34]=[CH:33][CH:32]=1.C(N(CC)CC)C. (6) Given the product [CH3:1][O:2][C:3]1[CH:8]=[CH:7][C:6]([S:9][CH:10]2[CH2:11][CH:12]3[NH:17][CH:15]([CH2:14][CH2:13]3)[CH2:16]2)=[CH:5][CH:4]=1, predict the reactants needed to synthesize it. The reactants are: [CH3:1][O:2][C:3]1[CH:8]=[CH:7][C:6]([S:9][CH:10]2[CH2:16][CH:15]3[N:17](C(OCC(Cl)(Cl)Cl)=O)[CH:12]([CH2:13][CH2:14]3)[CH2:11]2)=[CH:5][CH:4]=1.P([O-])([O-])(O)=O.[K+].[K+].C(=O)([O-])[O-].[Na+].[Na+]. (7) Given the product [N:1]([CH2:4][CH2:5][CH2:6][C:7]1([C:23]2[CH:28]=[CH:27][CH:26]=[CH:25][CH:24]=2)[N:11]([C:12]2[S:14][C:30]3[CH2:31][N:32]([C:37]([O:39][C:40]([CH3:43])([CH3:42])[CH3:41])=[O:38])[CH2:33][CH2:34][C:35]=3[N:13]=2)[N:10]=[C:9]([C:15]2[CH:20]=[C:19]([F:21])[CH:18]=[CH:17][C:16]=2[F:22])[S:8]1)=[N+:2]=[N-:3], predict the reactants needed to synthesize it. The reactants are: [N:1]([CH2:4][CH2:5][CH2:6][C:7]1([C:23]2[CH:28]=[CH:27][CH:26]=[CH:25][CH:24]=2)[N:11]([C:12](=[S:14])[NH2:13])[N:10]=[C:9]([C:15]2[CH:20]=[C:19]([F:21])[CH:18]=[CH:17][C:16]=2[F:22])[S:8]1)=[N+:2]=[N-:3].Br[CH:30]1[C:35](=O)[CH2:34][CH2:33][N:32]([C:37]([O:39][C:40]([CH3:43])([CH3:42])[CH3:41])=[O:38])[CH2:31]1.CCN(C(C)C)C(C)C. (8) Given the product [C:12]1([CH:11]([C:18]2[CH:23]=[CH:22][CH:21]=[CH:20][CH:19]=2)[N:9]2[CH2:10][CH:7]([O:6][CH2:5][CH:4]([NH:1][C:47](=[O:48])[CH3:46])[CH3:24])[CH2:8]2)[CH:17]=[CH:16][CH:15]=[CH:14][CH:13]=1, predict the reactants needed to synthesize it. The reactants are: [N:1]([CH:4]([CH3:24])[CH2:5][O:6][CH:7]1[CH2:10][N:9]([CH:11]([C:18]2[CH:23]=[CH:22][CH:21]=[CH:20][CH:19]=2)[C:12]2[CH:17]=[CH:16][CH:15]=[CH:14][CH:13]=2)[CH2:8]1)=[N+]=[N-].C1(P(C2C=CC=CC=2)C2C=CC=CC=2)C=CC=CC=1.Cl.C1C[O:48][CH2:47][CH2:46]1.O. (9) Given the product [Cl:19][C:20]1[CH:25]=[CH:24][CH:23]=[C:22]([C:26]#[N:27])[C:21]=1[N:28]1[C:32]2[N:33]=[CH:34][N:35]=[C:36]([O:37][C@@H:38]([CH2:49][O:50][C@H:51]([CH3:64])[CH2:52][OH:53])[C:39]([NH:41][C:42]3[CH:47]=[CH:46][C:45]([Cl:48])=[CH:44][N:43]=3)=[O:40])[C:31]=2[CH:30]=[N:29]1, predict the reactants needed to synthesize it. The reactants are: [F-].C([N+](CCCC)(CCCC)CCCC)CCC.[Cl:19][C:20]1[CH:25]=[CH:24][CH:23]=[C:22]([C:26]#[N:27])[C:21]=1[N:28]1[C:32]2=[N:33][CH:34]=[N:35][C:36]([O:37][C@@H:38]([CH2:49][O:50][C@H:51]([CH3:64])[CH2:52][O:53][Si](C(C)C)(C(C)C)C(C)C)[C:39]([NH:41][C:42]3[CH:47]=[CH:46][C:45]([Cl:48])=[CH:44][N:43]=3)=[O:40])=[C:31]2[CH:30]=[N:29]1.